Dataset: Forward reaction prediction with 1.9M reactions from USPTO patents (1976-2016). Task: Predict the product of the given reaction. (1) Given the reactants [I:1][C:2]1[CH:7]=[CH:6][NH:5][C:4](=[O:8])[C:3]=1[CH:9]=[O:10].[F:11][C:12]1[CH:17]=[CH:16][C:15](B(O)O)=[CH:14][CH:13]=1.C(O)(=O)CCCCCCCCCCCCC.CC1C=CC=C(C)N=1, predict the reaction product. The product is: [F:11][C:12]1[CH:17]=[CH:16][C:15]([N:5]2[CH:6]=[CH:7][C:2]([I:1])=[C:3]([CH:9]=[O:10])[C:4]2=[O:8])=[CH:14][CH:13]=1. (2) The product is: [N+:1]([C:4]1[CH:5]=[C:6]([NH:7][S:15]([CH3:14])(=[O:17])=[O:16])[CH:8]=[CH:9][C:10]=1[N+:11]([O-:13])=[O:12])([O-:3])=[O:2]. Given the reactants [N+:1]([C:4]1[CH:5]=[C:6]([CH:8]=[CH:9][C:10]=1[N+:11]([O-:13])=[O:12])[NH2:7])([O-:3])=[O:2].[CH3:14][S:15](Cl)(=[O:17])=[O:16].N1C=CC=CC=1, predict the reaction product. (3) Given the reactants [CH3:1][O:2][C:3]1[CH:12]=[C:11]([O:13][CH3:14])[CH:10]=[C:9]2[C:4]=1[C:5](=O)[NH:6][CH:7]=[N:8]2.N(C1C2C(=CC=CC=2)N=CN=1)C1C=CC=CC=1.C(N(C(C)C)CC)(C)C.P(Cl)(Cl)([Cl:44])=O, predict the reaction product. The product is: [Cl:44][C:5]1[C:4]2[C:9](=[CH:10][C:11]([O:13][CH3:14])=[CH:12][C:3]=2[O:2][CH3:1])[N:8]=[CH:7][N:6]=1. (4) Given the reactants C(NC(C)C=O)([O:3][CH2:4][C:5]1[CH:10]=[CH:9][CH:8]=[CH:7][CH:6]=1)=O.O[C:17]1[C:26]2C(=CC=C[CH:25]=2)[O:20][C:19](=[O:27])[CH:18]=1.C(OCC1C=CC=CC=1)=C.C(OC)(OC)OC.C([O-])(=O)C.C([O-])(=O)C.[CH2:53]([NH3+:56])[CH2:54][NH3+], predict the reaction product. The product is: [O:20]=[C:19]1[CH:18]([CH:17]2[CH2:26][CH2:25][NH:56][CH:53]2[CH3:54])[C:4](=[O:3])[C:5]2[C:6](=[CH:7][CH:8]=[CH:9][CH:10]=2)[O:27]1.